This data is from CYP3A4 inhibition data for predicting drug metabolism from PubChem BioAssay. The task is: Regression/Classification. Given a drug SMILES string, predict its absorption, distribution, metabolism, or excretion properties. Task type varies by dataset: regression for continuous measurements (e.g., permeability, clearance, half-life) or binary classification for categorical outcomes (e.g., BBB penetration, CYP inhibition). Dataset: cyp3a4_veith. (1) The molecule is Cc1cc2sc(C)[n+](CCCOS(=O)(=O)O)c2cc1C. The result is 0 (non-inhibitor). (2) The molecule is COc1cc2c(c(OC)c1OC)-c1ccc(OC)c(=O)cc1[C@H](NC(C)=O)CC2. The result is 0 (non-inhibitor).